Dataset: Peptide-MHC class II binding affinity with 134,281 pairs from IEDB. Task: Regression. Given a peptide amino acid sequence and an MHC pseudo amino acid sequence, predict their binding affinity value. This is MHC class II binding data. The peptide sequence is EISTNIRQAGVQYSR. The MHC is DRB1_0301 with pseudo-sequence DRB1_0301. The binding affinity (normalized) is 0.393.